From a dataset of Forward reaction prediction with 1.9M reactions from USPTO patents (1976-2016). Predict the product of the given reaction. (1) Given the reactants [Cl:1][C:2]1[CH:8]=[C:7]([O:9][C:10]2[C:11]3[N:18]([CH3:19])[CH:17]=[CH:16][C:12]=3[N:13]=[CH:14][N:15]=2)[CH:6]=[CH:5][C:3]=1[NH2:4].C(N(CC)CC)C.[CH3:27][C:28]1[O:32][N:31]=[C:30]([C:33]2[CH:38]=[CH:37][CH:36]=[CH:35][CH:34]=2)[C:29]=1[N:39]=[C:40]=[O:41], predict the reaction product. The product is: [Cl:1][C:2]1[CH:8]=[C:7]([O:9][C:10]2[C:11]3[N:18]([CH3:19])[CH:17]=[CH:16][C:12]=3[N:13]=[CH:14][N:15]=2)[CH:6]=[CH:5][C:3]=1[NH:4][C:40]([NH:39][C:29]1[C:30]([C:33]2[CH:38]=[CH:37][CH:36]=[CH:35][CH:34]=2)=[N:31][O:32][C:28]=1[CH3:27])=[O:41]. (2) Given the reactants [CH2:1]([N:3]([C:13]1[CH:18]=[CH:17][CH:16]=[CH:15][CH:14]=1)[C:4]1[CH:9]=[CH:8][CH:7]=[C:6]([N+:10]([O-])=O)[CH:5]=1)[CH3:2].O.O.[Sn](Cl)Cl, predict the reaction product. The product is: [CH2:1]([N:3]([C:13]1[CH:18]=[CH:17][CH:16]=[CH:15][CH:14]=1)[C:4]1[CH:9]=[CH:8][CH:7]=[C:6]([NH2:10])[CH:5]=1)[CH3:2]. (3) Given the reactants [OH:1][C:2]1[CH:9]=[CH:8][C:5]([C:6]#[N:7])=[CH:4][CH:3]=1.[CH2:10]([O:12][C:13]1[CH:14]=[C:15]([CH:23](O)[C:24]([O:26][CH3:27])=[O:25])[CH:16]=[CH:17][C:18]=1[O:19][CH:20]([CH3:22])[CH3:21])[CH3:11].C1(P(C2C=CC=CC=2)C2C=CC=CC=2)C=CC=CC=1.CCOC(/N=N/C(OCC)=O)=O, predict the reaction product. The product is: [C:6]([C:5]1[CH:8]=[CH:9][C:2]([O:1][CH:23]([C:15]2[CH:16]=[CH:17][C:18]([O:19][CH:20]([CH3:22])[CH3:21])=[C:13]([O:12][CH2:10][CH3:11])[CH:14]=2)[C:24]([O:26][CH3:27])=[O:25])=[CH:3][CH:4]=1)#[N:7]. (4) Given the reactants Br[C:2]1[C:3]([O:8][C:9]2[CH:14]=[CH:13][C:12]([NH:15][C:16]3[CH:21]=[CH:20][CH:19]=[CH:18][N:17]=3)=[CH:11][CH:10]=2)=[N:4][CH:5]=[CH:6][CH:7]=1.C([Mg]Cl)(C)C.[O:27]1[CH2:32][CH2:31][C:30](=[O:33])[CH2:29][CH2:28]1, predict the reaction product. The product is: [N:17]1[CH:18]=[CH:19][CH:20]=[CH:21][C:16]=1[NH:15][C:12]1[CH:13]=[CH:14][C:9]([O:8][C:3]2[C:2]([C:30]3([OH:33])[CH2:31][CH2:32][O:27][CH2:28][CH2:29]3)=[CH:7][CH:6]=[CH:5][N:4]=2)=[CH:10][CH:11]=1. (5) Given the reactants [CH2:1]([N-]CC)C.[Li+].[O:7]=[C:8]1[CH2:13][CH2:12][CH2:11][CH2:10][N:9]1[C:14]1[CH:19]=[CH:18][CH:17]=[CH:16][C:15]=1[OH:20].IC.O, predict the reaction product. The product is: [CH3:1][CH:13]1[CH2:12][CH2:11][CH2:10][N:9]([C:14]2[CH:19]=[CH:18][CH:17]=[CH:16][C:15]=2[OH:20])[C:8]1=[O:7].